This data is from Peptide-MHC class I binding affinity with 185,985 pairs from IEDB/IMGT. The task is: Regression. Given a peptide amino acid sequence and an MHC pseudo amino acid sequence, predict their binding affinity value. This is MHC class I binding data. (1) The peptide sequence is MEDCPNEGV. The MHC is HLA-A03:01 with pseudo-sequence HLA-A03:01. The binding affinity (normalized) is 0.0847. (2) The peptide sequence is YKSNVKEL. The MHC is Mamu-A07 with pseudo-sequence Mamu-A07. The binding affinity (normalized) is 0.371. (3) The binding affinity (normalized) is 0.0847. The peptide sequence is AVRQKSRWI. The MHC is HLA-B46:01 with pseudo-sequence HLA-B46:01. (4) The peptide sequence is FQTLMHSPF. The MHC is HLA-B15:01 with pseudo-sequence HLA-B15:01. The binding affinity (normalized) is 0.706. (5) The peptide sequence is ILGRYLPEF. The MHC is HLA-B07:02 with pseudo-sequence HLA-B07:02. The binding affinity (normalized) is 0.0847. (6) The binding affinity (normalized) is 0.898. The MHC is HLA-B15:17 with pseudo-sequence HLA-B15:17. The peptide sequence is RVVEPIKQI. (7) The peptide sequence is FPAPRAETL. The MHC is HLA-B39:01 with pseudo-sequence HLA-B39:01. The binding affinity (normalized) is 0.797. (8) The MHC is HLA-A11:01 with pseudo-sequence HLA-A11:01. The peptide sequence is AVRNAKAAV. The binding affinity (normalized) is 0.0847. (9) The peptide sequence is PYLVAYQATV. The MHC is Patr-A0701 with pseudo-sequence Patr-A0701. The binding affinity (normalized) is 0.00328. (10) The peptide sequence is SWLDFDEKLV. The MHC is HLA-A01:01 with pseudo-sequence HLA-A01:01. The binding affinity (normalized) is 0.194.